Dataset: Full USPTO retrosynthesis dataset with 1.9M reactions from patents (1976-2016). Task: Predict the reactants needed to synthesize the given product. (1) Given the product [Cl:12][C:13]1[N:18]=[C:17]([C:4]2[CH:5]=[CH:6][C:7]([CH3:8])=[C:2]([CH3:1])[CH:3]=2)[N:16]=[C:15]([O:20][CH3:21])[N:14]=1, predict the reactants needed to synthesize it. The reactants are: [CH3:1][C:2]1[CH:3]=[C:4](B(O)O)[CH:5]=[CH:6][C:7]=1[CH3:8].[Cl:12][C:13]1[N:18]=[C:17](Cl)[N:16]=[C:15]([O:20][CH3:21])[N:14]=1.C(=O)([O-])[O-].[Na+].[Na+].O. (2) Given the product [I:13][C:14]1[CH:15]=[C:16]([C:17]2[NH:19][C:3]([C:2]([F:1])([F:8])[F:9])=[N:10][N:18]=2)[CH:20]=[CH:21][CH:22]=1, predict the reactants needed to synthesize it. The reactants are: [F:1][C:2]([F:9])([F:8])[C:3](OCC)=O.[NH2:10]N.Cl.[I:13][C:14]1[CH:15]=[C:16]([CH:20]=[CH:21][CH:22]=1)[C:17]([NH2:19])=[NH:18].[OH-].[Na+]. (3) Given the product [Cl:32][C:14]1[CH:15]=[C:16]2[C:21](=[CH:22][C:13]=1[CH2:12][N:6]1[CH:7]=[C:2]([Cl:1])[CH:3]=[CH:4][C:5]1=[O:8])[O:20][CH:19]([C:23]([F:26])([F:25])[F:24])[C:18]([C:27]([O:29][CH2:30][CH3:31])=[O:28])=[CH:17]2, predict the reactants needed to synthesize it. The reactants are: [Cl:1][C:2]1[CH:3]=[CH:4][C:5]([OH:8])=[N:6][CH:7]=1.[H-].[Na+].Br[CH2:12][C:13]1[CH:22]=[C:21]2[C:16]([CH:17]=[C:18]([C:27]([O:29][CH2:30][CH3:31])=[O:28])[CH:19]([C:23]([F:26])([F:25])[F:24])[O:20]2)=[CH:15][C:14]=1[Cl:32]. (4) Given the product [CH3:1][N:2]1[C:6]2=[N:7][CH:8]=[CH:9][CH:10]=[C:5]2[C:4]([CH2:11][NH:14][CH3:13])=[CH:3]1, predict the reactants needed to synthesize it. The reactants are: [CH3:1][N:2]1[C:6]2=[N:7][CH:8]=[CH:9][CH:10]=[C:5]2[C:4]([CH:11]=O)=[CH:3]1.[CH3:13][N:14]1C2C(=CC=CC=2)C(C)=C1C=O. (5) Given the product [C:1]1([S:7]([C:10]2[CH:11]=[CH:12][C:13]([CH2:20][CH2:21][CH3:22])=[C:14]([S:16]([NH:31][CH2:30][CH2:29][CH:26]3[CH2:27][CH2:28][O:23][CH2:24][CH2:25]3)(=[O:18])=[O:17])[CH:15]=2)(=[O:9])=[O:8])[CH:6]=[CH:5][CH:4]=[CH:3][CH:2]=1, predict the reactants needed to synthesize it. The reactants are: [C:1]1([S:7]([C:10]2[CH:11]=[CH:12][C:13]([CH2:20][CH2:21][CH3:22])=[C:14]([S:16](Cl)(=[O:18])=[O:17])[CH:15]=2)(=[O:9])=[O:8])[CH:6]=[CH:5][CH:4]=[CH:3][CH:2]=1.[O:23]1[CH2:28][CH2:27][CH:26]([CH2:29][CH2:30][NH2:31])[CH2:25][CH2:24]1. (6) Given the product [Si:1]([O:8][C@H:9]([CH2:25][O:26][CH3:27])[CH2:10][O:11][C:12]1[C:16]([CH3:17])=[C:15]([NH2:18])[N:14]([C:19]2[CH:20]=[CH:21][CH:22]=[CH:23][CH:24]=2)[N:13]=1)([C:4]([CH3:6])([CH3:7])[CH3:5])([CH3:2])[CH3:3], predict the reactants needed to synthesize it. The reactants are: [Si:1]([O:8][C@@H:9]([CH2:25][O:26][CH3:27])[CH2:10][O:11][C:12]1[C:16]([CH3:17])=[C:15]([NH2:18])[N:14]([C:19]2[CH:24]=[CH:23][CH:22]=[CH:21][CH:20]=2)[N:13]=1)([C:4]([CH3:7])([CH3:6])[CH3:5])([CH3:3])[CH3:2].COC[C@H]1CO1. (7) Given the product [Cl:30][C:25]1[CH:24]=[C:23]([CH:28]=[CH:27][C:26]=1[F:29])[CH2:22][N:4]1[C:5](=[O:21])[C:6]2[C:10]([O:11][CH3:12])=[C:9]3[C:13](=[O:20])[N:14]([CH2:18][CH3:19])[CH2:15][C@H:16]([CH3:17])[N:8]3[C:7]=2[C:2]([N:1]=[C:33]([N:35]([CH3:37])[CH3:36])[CH3:34])=[N:3]1, predict the reactants needed to synthesize it. The reactants are: [NH2:1][C:2]1[C:7]2[N:8]3[C@@H:16]([CH3:17])[CH2:15][N:14]([CH2:18][CH3:19])[C:13](=[O:20])[C:9]3=[C:10]([O:11][CH3:12])[C:6]=2[C:5](=[O:21])[N:4]([CH2:22][C:23]2[CH:28]=[CH:27][C:26]([F:29])=[C:25]([Cl:30])[CH:24]=2)[N:3]=1.CO[C:33](OC)([N:35]([CH3:37])[CH3:36])[CH3:34].